From a dataset of Forward reaction prediction with 1.9M reactions from USPTO patents (1976-2016). Predict the product of the given reaction. The product is: [Cl:18][CH2:19][CH2:20][CH2:21][S:22]([NH:17][C:13]1[CH:14]=[CH:15][CH:16]=[C:11]([C:8]2[C:6]3[N:7]=[C:2]([Cl:1])[N:3]=[CH:4][C:5]=3[S:10][CH:9]=2)[CH:12]=1)(=[O:24])=[O:23]. Given the reactants [Cl:1][C:2]1[N:3]=[CH:4][C:5]2[S:10][CH:9]=[C:8]([C:11]3[CH:12]=[C:13]([NH2:17])[CH:14]=[CH:15][CH:16]=3)[C:6]=2[N:7]=1.[Cl:18][CH2:19][CH2:20][CH2:21][S:22](Cl)(=[O:24])=[O:23], predict the reaction product.